From a dataset of Catalyst prediction with 721,799 reactions and 888 catalyst types from USPTO. Predict which catalyst facilitates the given reaction. (1) Reactant: C([Li])CCC.[CH3:6][CH2:7][CH2:8][CH2:9][CH2:10][CH3:11].[C:12]1([CH:18]([N:20]2[CH:24]=[CH:23][N:22]=[CH:21]2)C)C=CC=CC=1.[C:25]1([CH2:31][N:32]2[CH2:37][CH2:36][C:35](=[O:38])[CH2:34][CH2:33]2)[CH:30]=[CH:29][CH:28]=[CH:27][CH:26]=1. Product: [C:8]1([CH2:12][CH2:18][N:20]2[CH:24]=[CH:23][N:22]=[C:21]2[C:35]2([OH:38])[CH2:36][CH2:37][N:32]([CH2:31][C:25]3[CH:26]=[CH:27][CH:28]=[CH:29][CH:30]=3)[CH2:33][CH2:34]2)[CH:7]=[CH:6][CH:11]=[CH:10][CH:9]=1. The catalyst class is: 20. (2) Reactant: [CH3:1][O:2][N:3]([CH3:8])[C:4](=[O:7])[CH2:5]Br.[NH:9]1[CH2:14][CH2:13][CH2:12][CH2:11][CH2:10]1. Product: [CH3:1][O:2][N:3]([CH3:8])[C:4](=[O:7])[CH2:5][N:9]1[CH2:14][CH2:13][CH2:12][CH2:11][CH2:10]1. The catalyst class is: 1. (3) Reactant: [CH3:1][O:2][C:3](=[O:34])[C:4]1[CH:9]=[CH:8][C:7](O)=[C:6]([NH:11][C:12](=[O:33])[C:13]([C:18]2[CH:23]=[CH:22][C:21]([O:24][CH2:25][C:26]3[CH:31]=[CH:30][CH:29]=[CH:28][CH:27]=3)=[C:20]([CH3:32])[CH:19]=2)([CH2:16][CH3:17])[CH2:14][CH3:15])[CH:5]=1.S(O)(C1C=CC(C)=CC=1)(=O)=O.O. Product: [CH3:1][O:2][C:3]([C:4]1[CH:9]=[CH:8][C:7]2[O:33][C:12]([C:13]([C:18]3[CH:23]=[CH:22][C:21]([O:24][CH2:25][C:26]4[CH:31]=[CH:30][CH:29]=[CH:28][CH:27]=4)=[C:20]([CH3:32])[CH:19]=3)([CH2:16][CH3:17])[CH2:14][CH3:15])=[N:11][C:6]=2[CH:5]=1)=[O:34]. The catalyst class is: 11. (4) Reactant: [F:1][C:2]1[C:3]([O:16][CH2:17][C:18]2[CH:23]=[CH:22][CH:21]=[CH:20][CH:19]=2)=[C:4]([C:8]2[NH:9][C:10]([CH3:15])=[CH:11][C:12](=[O:14])[N:13]=2)[CH:5]=[CH:6][CH:7]=1.[H-].[Li+].[Br-].[Li+].[CH:28]1([CH2:34][CH2:35]Br)[CH2:33][CH2:32][CH2:31][CH2:30][CH2:29]1. Product: [CH:28]1([CH2:34][CH2:35][N:13]2[C:12](=[O:14])[CH:11]=[C:10]([CH3:15])[N:9]=[C:8]2[C:4]2[CH:5]=[CH:6][CH:7]=[C:2]([F:1])[C:3]=2[O:16][CH2:17][C:18]2[CH:19]=[CH:20][CH:21]=[CH:22][CH:23]=2)[CH2:33][CH2:32][CH2:31][CH2:30][CH2:29]1. The catalyst class is: 3. (5) Reactant: [N:1]1[CH:6]=[CH:5][CH:4]=[CH:3][C:2]=1[C:7]([OH:9])=O.CN(C(ON1N=NC2C=CC=NC1=2)=[N+](C)C)C.F[P-](F)(F)(F)(F)F.CCN(C(C)C)C(C)C.Cl.[CH2:44]([O:51][C:52](=[O:71])[NH:53][CH2:54][CH2:55][CH2:56][CH2:57][C@H:58]([NH2:70])[C:59]([C:61]1[S:62][C:63]2[CH:69]=[CH:68][CH:67]=[CH:66][C:64]=2[N:65]=1)=[O:60])[C:45]1[CH:50]=[CH:49][CH:48]=[CH:47][CH:46]=1. Product: [CH2:44]([O:51][C:52](=[O:71])[NH:53][CH2:54][CH2:55][CH2:56][CH2:57][C@H:58]([NH:70][C:7]([C:2]1[CH:3]=[CH:4][CH:5]=[CH:6][N:1]=1)=[O:9])[C:59]([C:61]1[S:62][C:63]2[CH:69]=[CH:68][CH:67]=[CH:66][C:64]=2[N:65]=1)=[O:60])[C:45]1[CH:50]=[CH:49][CH:48]=[CH:47][CH:46]=1. The catalyst class is: 1. (6) Reactant: [Na].C(O[C:5](=O)[C:6]([O:8][CH2:9][CH3:10])=[O:7])C.[CH:12]1([C:17](=[O:19])C)[CH2:16][CH2:15][CH2:14][CH2:13]1. Product: [CH2:9]([O:8][C:6](=[O:7])[CH2:5][C:17]([CH:12]1[CH2:16][CH2:15][CH2:14][CH2:13]1)=[O:19])[CH3:10]. The catalyst class is: 8. (7) Reactant: [NH:1]1[CH2:6][CH2:5][CH:4]([C:7]([NH:9][C:10]2[C:14]3[CH:15]=[CH:16][CH:17]=[CH:18][C:13]=3[O:12][C:11]=2[C:19]([NH:21][C:22]2[CH:27]=[CH:26][C:25]([Cl:28])=[CH:24][N:23]=2)=[O:20])=[O:8])[CH2:3][CH2:2]1.Cl.Cl[CH2:31][C:32]1[CH:37]=[CH:36][N:35]=[CH:34][CH:33]=1.C(=O)([O-])[O-].[Na+].[Na+].[I-].[Na+].C(=O)([O-])O.[Na+]. Product: [N:35]1[CH:36]=[CH:37][C:32]([CH2:31][N:1]2[CH2:6][CH2:5][CH:4]([C:7]([NH:9][C:10]3[C:14]4[CH:15]=[CH:16][CH:17]=[CH:18][C:13]=4[O:12][C:11]=3[C:19]([NH:21][C:22]3[CH:27]=[CH:26][C:25]([Cl:28])=[CH:24][N:23]=3)=[O:20])=[O:8])[CH2:3][CH2:2]2)=[CH:33][CH:34]=1. The catalyst class is: 80.